Dataset: Forward reaction prediction with 1.9M reactions from USPTO patents (1976-2016). Task: Predict the product of the given reaction. (1) Given the reactants [OH-].[Na+].B(O)(O)O.C[CH:8]=[CH:9][C:10]1[CH:15]=[CH:14][CH:13]=[CH:12][CH:11]=1.[CH3:16]C(CC(C)C)O.C(OOC(=O)C1C=CC=CC=1)(=O)C1C=CC=CC=1, predict the reaction product. The product is: [CH:9]([C:10]1[CH:11]=[CH:12][CH:13]=[CH:14][C:15]=1[CH3:16])=[CH2:8]. (2) Given the reactants Cl.Cl.[NH2:3][CH:4]1[C:22](=[O:23])[N:21]2[CH:17]([CH2:18][CH:19]([O:24][C:25]3[C:34]4[C:29](=[CH:30][CH:31]=[CH:32][CH:33]=4)[CH:28]=[CH:27][N:26]=3)[CH2:20]2)[C:16](=[O:35])[NH:15][C:14]2([C:36]([NH:38][S:39]([CH:42]3[CH2:44][CH2:43]3)(=[O:41])=[O:40])=[O:37])[CH:12]([CH2:13]2)[CH:11]=[CH:10][CH2:9][CH2:8][CH2:7][CH2:6][CH2:5]1.CCN(C(C)C)C(C)C.Cl[C:55]([O:57][CH2:58][C:59]([CH3:62])([CH3:61])[CH3:60])=[O:56], predict the reaction product. The product is: [CH3:60][C:59]([CH3:62])([CH3:61])[CH2:58][O:57][C:55](=[O:56])[NH:3][CH:4]1[C:22](=[O:23])[N:21]2[CH:17]([CH2:18][CH:19]([O:24][C:25]3[C:34]4[C:29](=[CH:30][CH:31]=[CH:32][CH:33]=4)[CH:28]=[CH:27][N:26]=3)[CH2:20]2)[C:16](=[O:35])[NH:15][C:14]2([C:36]([NH:38][S:39]([CH:42]3[CH2:43][CH2:44]3)(=[O:40])=[O:41])=[O:37])[CH:12]([CH2:13]2)[CH:11]=[CH:10][CH2:9][CH2:8][CH2:7][CH2:6][CH2:5]1. (3) Given the reactants [C:1]([O:5][C@@H:6]([C:12]1[C:13]([CH3:34])=[N:14][C:15]([CH3:33])=[C:16]([C:26]2[CH:31]=[CH:30][C:29](O)=[CH:28][CH:27]=2)[C:17]=1[N:18]1[CH2:23][CH2:22][C:21]([CH3:25])([CH3:24])[CH2:20][CH2:19]1)[C:7]([O:9]CC)=[O:8])([CH3:4])([CH3:3])[CH3:2].[F:35][C:36]1[CH:37]=[C:38]([CH2:43][CH2:44][OH:45])[CH:39]=[CH:40][C:41]=1[F:42].C1C=CC(P(C2C=CC=CC=2)C2C=CC=CC=2)=CC=1.CCOC(/N=N/C(OCC)=O)=O.[OH-].[Na+], predict the reaction product. The product is: [C:1]([O:5][C@@H:6]([C:12]1[C:13]([CH3:34])=[N:14][C:15]([CH3:33])=[C:16]([C:26]2[CH:27]=[CH:28][C:29]([O:45][CH2:44][CH2:43][C:38]3[CH:39]=[CH:40][C:41]([F:42])=[C:36]([F:35])[CH:37]=3)=[CH:30][CH:31]=2)[C:17]=1[N:18]1[CH2:19][CH2:20][C:21]([CH3:25])([CH3:24])[CH2:22][CH2:23]1)[C:7]([OH:9])=[O:8])([CH3:4])([CH3:2])[CH3:3]. (4) Given the reactants Br[C:2]1[N:3]=[C:4]2[CH:9]=[C:8]([CH3:10])[CH:7]=[CH:6][N:5]2[C:11]=1[C:12]1[CH:13]=[CH:14][C:15]([NH:30][C:31]([CH:33]([N:35]([CH3:43])[C:36](=[O:42])[O:37][C:38]([CH3:41])([CH3:40])[CH3:39])[CH3:34])=[O:32])=[N:16][C:17]=1[C:18]#[C:19][Si:20]([CH:27]([CH3:29])[CH3:28])([CH:24]([CH3:26])[CH3:25])[CH:21]([CH3:23])[CH3:22].[CH3:44][O:45][C:46]1[C:51](B(O)O)=[CH:50][CH:49]=[CH:48][N:47]=1.C([O-])([O-])=O.[Na+].[Na+].O1CCOCC1, predict the reaction product. The product is: [CH3:44][O:45][C:46]1[C:51]([C:2]2[N:3]=[C:4]3[CH:9]=[C:8]([CH3:10])[CH:7]=[CH:6][N:5]3[C:11]=2[C:12]2[CH:13]=[CH:14][C:15]([NH:30][C:31]([CH:33]([N:35]([CH3:43])[C:36](=[O:42])[O:37][C:38]([CH3:41])([CH3:40])[CH3:39])[CH3:34])=[O:32])=[N:16][C:17]=2[C:18]#[C:19][Si:20]([CH:27]([CH3:29])[CH3:28])([CH:24]([CH3:26])[CH3:25])[CH:21]([CH3:23])[CH3:22])=[CH:50][CH:49]=[CH:48][N:47]=1.